Dataset: Full USPTO retrosynthesis dataset with 1.9M reactions from patents (1976-2016). Task: Predict the reactants needed to synthesize the given product. (1) Given the product [CH3:1][O:2][C:3]([C:5]1[CH:9]=[C:8]([C:22](=[O:24])[CH3:23])[N:7]([C:10]2[CH:15]=[CH:14][CH:13]=[CH:12][CH:11]=2)[C:6]=1[C:16]1[CH:21]=[CH:20][CH:19]=[CH:18][CH:17]=1)=[O:4].[CH3:1][O:2][C:3]([C:5]1[C:9]([C:22](=[O:24])[CH3:23])=[CH:8][N:7]([C:10]2[CH:15]=[CH:14][CH:13]=[CH:12][CH:11]=2)[C:6]=1[C:16]1[CH:21]=[CH:20][CH:19]=[CH:18][CH:17]=1)=[O:4], predict the reactants needed to synthesize it. The reactants are: [CH3:1][O:2][C:3]([C:5]1[CH:9]=[CH:8][N:7]([C:10]2[CH:15]=[CH:14][CH:13]=[CH:12][CH:11]=2)[C:6]=1[C:16]1[CH:21]=[CH:20][CH:19]=[CH:18][CH:17]=1)=[O:4].[C:22](OC(C)=C)(=[O:24])[CH3:23].CS(O)(=O)=O.ClCCCl. (2) The reactants are: [Br:1][C:2]1[C:7]([OH:8])=[CH:6][CH:5]=[CH:4][N:3]=1.Cl[CH:10]([C:17]1[CH:18]=[N:19][CH:20]=[CH:21][CH:22]=1)[C:11]1[CH:12]=[N:13][CH:14]=[CH:15][CH:16]=1.C([O-])([O-])=O.[Cs+].[Cs+].O. Given the product [Br:1][C:2]1[C:7]([O:8][CH:10]([C:17]2[CH:18]=[N:19][CH:20]=[CH:21][CH:22]=2)[C:11]2[CH:12]=[N:13][CH:14]=[CH:15][CH:16]=2)=[CH:6][CH:5]=[CH:4][N:3]=1, predict the reactants needed to synthesize it.